From a dataset of Full USPTO retrosynthesis dataset with 1.9M reactions from patents (1976-2016). Predict the reactants needed to synthesize the given product. (1) Given the product [CH3:13][N:14]([CH:16]=[C:3]([C:4]#[N:6])[C:1]#[N:2])[CH3:15], predict the reactants needed to synthesize it. The reactants are: [C:1]([CH2:3][C:4]([NH2:6])=O)#[N:2].N1C=CC=CC=1.[CH3:13][N:14]([CH:16]=O)[CH3:15].O=P(Cl)(Cl)Cl.[OH-].[Na+]. (2) Given the product [OH:2][C:3]1[CH:4]=[C:5]([CH2:10][CH2:11][NH:12][CH2:13][C:14]2[CH:32]=[CH:31][CH:30]=[CH:29][C:15]=2[C:16]([NH:18][CH2:19][CH2:20][CH2:21][CH2:22][C:23]2[CH:28]=[CH:27][CH:26]=[CH:25][CH:24]=2)=[O:17])[CH:6]=[CH:7][C:8]=1[CH3:9], predict the reactants needed to synthesize it. The reactants are: C[O:2][C:3]1[CH:4]=[C:5]([CH2:10][CH2:11][NH:12][CH2:13][C:14]2[CH:32]=[CH:31][CH:30]=[CH:29][C:15]=2[C:16]([NH:18][CH2:19][CH2:20][CH2:21][CH2:22][C:23]2[CH:28]=[CH:27][CH:26]=[CH:25][CH:24]=2)=[O:17])[CH:6]=[CH:7][C:8]=1[CH3:9].B(Br)(Br)Br.CO. (3) Given the product [CH3:2][C:3]1[N:7]([C:8]2[CH:9]=[CH:10][CH:11]=[CH:12][CH:13]=2)[N:6]=[N:5][C:4]=1[N:14]1[CH2:15][CH2:16][N:17]([C:20]([O:22][CH:23]([CH3:25])[CH3:24])=[O:21])[CH2:18][CH2:19]1, predict the reactants needed to synthesize it. The reactants are: Cl.[CH3:2][C:3]1[N:7]([C:8]2[CH:13]=[CH:12][CH:11]=[CH:10][CH:9]=2)[N:6]=[N:5][C:4]=1[N:14]1[CH2:19][CH2:18][N:17]([C:20]([O:22][C:23](C)([CH3:25])[CH3:24])=[O:21])[CH2:16][CH2:15]1. (4) Given the product [Br:1][C:2]1[CH:19]=[CH:18][C:5]([C:6]2[C:8]([C:9]([O:11][CH2:12][CH3:13])=[O:10])=[CH:14][N:46]=[C:44]([NH:43][C:33]3[CH:34]=[CH:35][C:36]([N:37]4[CH:41]=[C:40]([CH3:42])[N:39]=[CH:38]4)=[C:31]([O:30][CH3:29])[CH:32]=3)[N:45]=2)=[C:4]([Cl:20])[CH:3]=1, predict the reactants needed to synthesize it. The reactants are: [Br:1][C:2]1[CH:19]=[CH:18][C:5]([C:6]([C:8](=[CH:14]N(C)C)[C:9]([O:11][CH2:12][CH3:13])=[O:10])=O)=[C:4]([Cl:20])[CH:3]=1.[N+]([O-])(O)=O.[N+]([O-])(O)=O.[CH3:29][O:30][C:31]1[CH:32]=[C:33]([NH:43][C:44]([NH2:46])=[NH:45])[CH:34]=[CH:35][C:36]=1[N:37]1[CH:41]=[C:40]([CH3:42])[N:39]=[CH:38]1. (5) Given the product [CH2:1]([O:8][C:9]1[C:10]([N+:24]([O-:26])=[O:25])=[C:11]([OH:15])[CH:12]=[CH:13][CH:14]=1)[C:2]1[CH:3]=[CH:4][CH:5]=[CH:6][CH:7]=1, predict the reactants needed to synthesize it. The reactants are: [CH2:1]([O:8][C:9]1[C:10]([N+:24]([O-:26])=[O:25])=[C:11]([O:15]C(=O)C2C=CC=CC=2)[CH:12]=[CH:13][CH:14]=1)[C:2]1[CH:7]=[CH:6][CH:5]=[CH:4][CH:3]=1.[OH-].[Na+].Cl. (6) Given the product [NH2:1][C:2]1[CH:3]=[N:4][C:5]2[CH2:6][CH2:7][CH:8]([C:12]([CH3:15])([CH3:14])[CH3:13])[CH2:9][C:10]=2[CH:11]=1, predict the reactants needed to synthesize it. The reactants are: [NH2:1][C:2]1[CH:3]=[N:4][C:5]2[CH2:6][CH2:7][CH2:8][CH2:9][C:10]=2[CH:11]=1.[C:12](C1CCC(=O)CC1)([CH3:15])([CH3:14])[CH3:13].